Task: Predict hERG channel inhibition at various concentrations.. Dataset: hERG Central: cardiac toxicity at 1µM, 10µM, and general inhibition (1) The drug is Cc1ccc2c(CN3CCN(CCO)CC3)cc(=O)oc2c1. Results: hERG_inhib (hERG inhibition (general)): blocker. (2) The compound is O=C(/C=C/c1ccc([N+](=O)[O-])cc1)N1CCN(Cc2ccccc2)CC1. Results: hERG_inhib (hERG inhibition (general)): blocker. (3) The molecule is O=C(c1ccccc1)N1CCN(C(=S)NCCc2ccccc2)CC1. Results: hERG_inhib (hERG inhibition (general)): blocker. (4) The compound is Cc1ccc(Nc2nc(N)nc(CN3CCN(c4ccccc4)CC3)n2)cc1Cl. Results: hERG_inhib (hERG inhibition (general)): blocker. (5) The compound is CN(C(=O)CSc1nc2ccc([N+](=O)[O-])cc2s1)C1CCS(=O)(=O)C1. Results: hERG_inhib (hERG inhibition (general)): blocker. (6) The molecule is CCN(CC(=O)NCc1ccc(Cl)cc1)C(=O)CSc1ccccc1. Results: hERG_inhib (hERG inhibition (general)): blocker. (7) The drug is CCC1=Nc2cc(C(=O)NCCN3CCOCC3)ccc2Sc2ccc(C)cc21. Results: hERG_inhib (hERG inhibition (general)): blocker. (8) The molecule is Cc1nn(Cc2ccc(Cl)cc2)c(C)c1NC(=O)CCCn1nc(C)c([N+](=O)[O-])c1C. Results: hERG_inhib (hERG inhibition (general)): blocker. (9) The compound is Cc1ccc(NC(=O)[C@H](NC(=O)[C@@H]2Cc3ccccc3CN2)c2ccccc2)cc1. Results: hERG_inhib (hERG inhibition (general)): blocker. (10) The compound is CCn1c(=N)n(CCOc2ccc(OC)cc2)c2ccccc21. Results: hERG_inhib (hERG inhibition (general)): blocker.